From a dataset of Reaction yield outcomes from USPTO patents with 853,638 reactions. Predict the reaction yield, written as a fraction of the theoretical maximum amount of product (1.0 means a 100% yield; for example, 0.34 means a 34% yield). (1) The reactants are [Cl:1][C:2]1[CH:3]=[C:4]([C:10]2[CH:14]=[CH:13][N:12]([CH2:15][C@@H:16]([NH:18][C:19]([C:21]3[O:25][N:24]=[C:23]([C:26]4[N:27]=[CH:28][N:29](C(C5C=CC=CC=5)(C5C=CC=CC=5)C5C=CC=CC=5)[CH:30]=4)[N:22]=3)=[O:20])[CH3:17])[N:11]=2)[CH:5]=[CH:6][C:7]=1[C:8]#[N:9].C1COCC1.O. The catalyst is C(O)=O. The product is [Cl:1][C:2]1[CH:3]=[C:4]([C:10]2[CH:14]=[CH:13][N:12]([CH2:15][C@@H:16]([NH:18][C:19]([C:21]3[O:25][N:24]=[C:23]([C:26]4[N:27]=[CH:28][NH:29][CH:30]=4)[N:22]=3)=[O:20])[CH3:17])[N:11]=2)[CH:5]=[CH:6][C:7]=1[C:8]#[N:9]. The yield is 0.424. (2) The reactants are Br[C:2]1[C:3]([CH3:12])=[N:4][C:5]([O:10][CH3:11])=[C:6]([CH2:8][CH3:9])[CH:7]=1.[CH3:13][C:14]1([CH3:21])[C:18]([CH3:20])([CH3:19])[O:17][BH:16][O:15]1.C(N(CC)CC)C. The catalyst is O1CCOCC1.C(OCC)(=O)C.C1C=CC(P(C2C=CC=CC=2)[C-]2C=CC=C2)=CC=1.C1C=CC(P(C2C=CC=CC=2)[C-]2C=CC=C2)=CC=1.Cl[Pd]Cl.[Fe+2]. The product is [CH2:8]([C:6]1[C:5]([O:10][CH3:11])=[N:4][C:3]([CH3:12])=[C:2]([B:16]2[O:17][C:18]([CH3:20])([CH3:19])[C:14]([CH3:21])([CH3:13])[O:15]2)[CH:7]=1)[CH3:9]. The yield is 0.720. (3) The reactants are [OH:1][C@@H:2]([C:23]1[CH:28]=[CH:27][CH:26]=[CH:25][CH:24]=1)[CH2:3][CH2:4][N:5]1[CH2:10][CH2:9][CH:8]([C:11]2[CH:12]=[C:13]([NH:17][C:18](=[O:22])[CH:19]([CH3:21])[CH3:20])[CH:14]=[CH:15][CH:16]=2)[CH2:7][CH2:6]1.[C:29]1([C:35]2[CH:40]=[CH:39][C:38](O)=[CH:37][CH:36]=2)[CH:34]=[CH:33][CH:32]=[CH:31][CH:30]=1.C1(P(C2C=CC=CC=2)C2C=CC=CC=2)C=CC=CC=1.N(C(OCC)=O)=NC(OCC)=O.N. The catalyst is C1COCC1.C(Cl)(Cl)Cl. The product is [C:29]1([C:35]2[CH:36]=[CH:37][CH:38]=[CH:39][CH:40]=2)[CH:34]=[CH:33][C:32]([O:1][C@H:2]([C:23]2[CH:24]=[CH:25][CH:26]=[CH:27][CH:28]=2)[CH2:3][CH2:4][N:5]2[CH2:10][CH2:9][CH:8]([C:11]3[CH:12]=[C:13]([NH:17][C:18](=[O:22])[CH:19]([CH3:21])[CH3:20])[CH:14]=[CH:15][CH:16]=3)[CH2:7][CH2:6]2)=[CH:31][CH:30]=1. The yield is 0.412. (4) The reactants are O.Cl.[NH:3]1[CH2:8][CH2:7][CH2:6][CH2:5][C:4]1=O.[CH3:10][C:11]([O:14][C:15](O[C:15]([O:14][C:11]([CH3:13])([CH3:12])[CH3:10])=[O:16])=[O:16])([CH3:13])[CH3:12].C(=O)([O-])[O-:26].[Na+].[Na+].O1CCOCC1. The catalyst is O. The product is [O:26]=[C:6]1[CH2:7][CH2:8][N:3]([C:15]([O:14][C:11]([CH3:13])([CH3:12])[CH3:10])=[O:16])[CH2:4][CH2:5]1. The yield is 0.870. (5) The reactants are [Br:1][C:2]1[C:3]([F:11])=[C:4]([CH:8]=[CH:9][CH:10]=1)C(O)=O.C([N:14](CC)CC)C.C1(P(N=[N+]=[N-])(C2C=CC=CC=2)=O)C=CC=CC=1.CCCCCC. The catalyst is CN(C)C=O.O. The product is [Br:1][C:2]1[C:3]([F:11])=[C:4]([CH:8]=[CH:9][CH:10]=1)[NH2:14]. The yield is 0.500. (6) The reactants are [OH-].[Li+].[CH:3]1([C@H:9]([NH:14][C:15]([C:17]2[CH:22]=[CH:21][C:20]([C:23]3[CH:24]=[N:25][CH:26]=[N:27][CH:28]=3)=[CH:19][C:18]=2[NH:29][C:30]([NH:32][C:33]2[C:38]([CH3:39])=[CH:37][CH:36]=[CH:35][C:34]=2[CH3:40])=[O:31])=[O:16])[C:10]([O:12]C)=[O:11])[CH2:8][CH2:7][CH2:6][CH2:5][CH2:4]1.CO.O. The catalyst is C1COCC1. The product is [CH:3]1([C@H:9]([NH:14][C:15]([C:17]2[CH:22]=[CH:21][C:20]([C:23]3[CH:24]=[N:25][CH:26]=[N:27][CH:28]=3)=[CH:19][C:18]=2[NH:29][C:30]([NH:32][C:33]2[C:34]([CH3:40])=[CH:35][CH:36]=[CH:37][C:38]=2[CH3:39])=[O:31])=[O:16])[C:10]([OH:12])=[O:11])[CH2:4][CH2:5][CH2:6][CH2:7][CH2:8]1. The yield is 0.140.